This data is from Full USPTO retrosynthesis dataset with 1.9M reactions from patents (1976-2016). The task is: Predict the reactants needed to synthesize the given product. (1) Given the product [C:7]([C:6]1[CH:10]=[C:2]([C:21]2[CH:22]=[C:23]3[C:28](=[CH:29][CH:30]=2)[CH:27]=[C:26]([NH:31][C:32]([C:34]2[CH:38]=[CH:37][S:36][CH:35]=2)=[O:33])[CH:25]=[CH:24]3)[CH:3]=[CH:4][C:5]=1[O:11][CH3:12])(=[O:8])[NH2:9], predict the reactants needed to synthesize it. The reactants are: I[C:2]1[CH:3]=[CH:4][C:5]([O:11][CH3:12])=[C:6]([CH:10]=1)[C:7]([NH2:9])=[O:8].CC1(C)C(C)(C)OB([C:21]2[CH:22]=[C:23]3[C:28](=[CH:29][CH:30]=2)[CH:27]=[C:26]([NH:31][C:32]([C:34]2[CH:38]=[CH:37][S:36][CH:35]=2)=[O:33])[CH:25]=[CH:24]3)O1.C([O-])([O-])=O.[K+].[K+].O1CCOCC1. (2) Given the product [CH3:1][C@H:2]1[CH2:7][N:6]2[N:8]=[CH:9][C:10]([N:11]3[C:15](=[O:16])[CH2:14][N:13]([S:25]([CH3:24])(=[O:27])=[O:26])[CH2:12]3)=[C:5]2[CH2:4][N:3]1[C:17]([O:19][C:20]([CH3:22])([CH3:21])[CH3:23])=[O:18], predict the reactants needed to synthesize it. The reactants are: [CH3:1][C@H:2]1[CH2:7][N:6]2[N:8]=[CH:9][C:10]([N:11]3[C:15](=[O:16])[CH2:14][NH:13][CH2:12]3)=[C:5]2[CH2:4][N:3]1[C:17]([O:19][C:20]([CH3:23])([CH3:22])[CH3:21])=[O:18].[CH3:24][S:25](O[S:25]([CH3:24])(=[O:27])=[O:26])(=[O:27])=[O:26].C(N(C(C)C)C(C)C)C. (3) Given the product [NH2:1][C:2]1[CH:3]=[CH:4][C:5]([C:8]2[CH:9]=[CH:10][C:11]([C:14]34[CH2:19][CH2:18][C:17]([CH2:22][C:23]([O:25][CH2:26][C:28]5[CH:33]=[CH:32][CH:31]=[CH:30][CH:29]=5)=[O:24])([CH2:20][CH2:21]3)[O:16][CH2:15]4)=[CH:12][CH:13]=2)=[N:6][CH:7]=1, predict the reactants needed to synthesize it. The reactants are: [NH2:1][C:2]1[CH:3]=[CH:4][C:5]([C:8]2[CH:13]=[CH:12][C:11]([C:14]34[CH2:21][CH2:20][C:17]([CH2:22][C:23]([O:25][CH3:26])=[O:24])([CH2:18][CH2:19]3)[O:16][CH2:15]4)=[CH:10][CH:9]=2)=[N:6][CH:7]=1.C(O)[C:28]1[CH:33]=[CH:32][CH:31]=[CH:30][CH:29]=1. (4) Given the product [F:46][C:47]([F:60])([F:59])[S:48]([O:1][C:2]1[CH2:6][NH:5][C:4](=[O:7])[C:3]=1[C:8]1[N:12]([C:13]([O:15][C:16]([CH3:19])([CH3:17])[CH3:18])=[O:14])[C:11]2[CH:20]=[C:21]([N:25]3[CH2:30][CH2:29][O:28][CH2:27][CH2:26]3)[CH:22]=[C:23]([CH3:24])[C:10]=2[N:9]=1)(=[O:50])=[O:49], predict the reactants needed to synthesize it. The reactants are: [OH:1][C:2]1[CH2:6][NH:5][C:4](=[O:7])[C:3]=1[C:8]1[N:12]([C:13]([O:15][C:16]([CH3:19])([CH3:18])[CH3:17])=[O:14])[C:11]2[CH:20]=[C:21]([N:25]3[CH2:30][CH2:29][O:28][CH2:27][CH2:26]3)[CH:22]=[C:23]([CH3:24])[C:10]=2[N:9]=1.C(C1C=C(N)C=C(C(C)(C)C)N=1)(C)(C)C.[F:46][C:47]([F:60])([F:59])[S:48](O[S:48]([C:47]([F:60])([F:59])[F:46])(=[O:50])=[O:49])(=[O:50])=[O:49].NC[C@H](C1C=CC=C(Cl)C=1)O.C(#N)C.C([O-])(=O)C.[NH4+].O. (5) Given the product [I:40][C:26]1[N:18]([CH3:16])[C:19]2[C:24]([N:25]=1)=[C:23]([O:27][C@H:28]1[CH2:32][CH2:31][N:30]([C:33]([O:35][C:36]([CH3:39])([CH3:38])[CH3:37])=[O:34])[CH2:29]1)[N:22]=[CH:21][N:20]=2, predict the reactants needed to synthesize it. The reactants are: N(C1CCCCC1)C(C)C.[Li]CCCC.[CH2:16]([N:18]1[CH:26]=[N:25][C:24]2[C:19]1=[N:20][CH:21]=[N:22][C:23]=2[O:27][C@H:28]1[CH2:32][CH2:31][N:30]([C:33]([O:35][C:36]([CH3:39])([CH3:38])[CH3:37])=[O:34])[CH2:29]1)C.[I:40]I. (6) Given the product [C:1]([O:5][C:6]([N:8]1[CH2:12][CH2:11][CH2:10][C@H:9]1[C:13]1[O:14][CH:15]=[C:16]([C:18]2[CH:23]=[CH:22][CH:21]=[CH:20][CH:19]=2)[N:17]=1)=[O:7])([CH3:4])([CH3:2])[CH3:3], predict the reactants needed to synthesize it. The reactants are: [C:1]([O:5][C:6]([N:8]1[CH2:12][CH2:11][CH2:10][C@H:9]1[C:13]1[O:14][CH2:15][C@@H:16]([C:18]2[CH:23]=[CH:22][CH:21]=[CH:20][CH:19]=2)[N:17]=1)=[O:7])([CH3:4])([CH3:3])[CH3:2]. (7) Given the product [CH3:1][CH:2]([CH3:38])[C@H:3]([N:8]1[CH2:16][C:15]2[C:10](=[CH:11][C:12]([C:17]3[CH:18]=[CH:19][C:20]([NH:23][C:24]([C:26]4[O:55][C:52]([C:53]5[CH:54]=[CH:46][CH:47]=[CH:48][CH:49]=5)=[N:51][N:30]=4)=[O:25])=[CH:21][CH:22]=3)=[CH:13][CH:14]=2)[C:9]1=[O:37])[C:4]([O:6][CH3:7])=[O:5], predict the reactants needed to synthesize it. The reactants are: [CH3:1][CH:2]([CH3:38])[C@H:3]([N:8]1[CH2:16][C:15]2[C:10](=[CH:11][C:12]([C:17]3[CH:22]=[CH:21][C:20]([NH:23][C:24]([C:26]4SC(C5C=CC=CC=5)=C[N:30]=4)=[O:25])=[CH:19][CH:18]=3)=[CH:13][CH:14]=2)[C:9]1=[O:37])[C:4]([O:6][CH3:7])=[O:5].NC1C=CC([C:46]2[CH:54]=[C:53]3[C:49](C[N:51]([C@@H](C(C)C)C(OC)=O)[C:52]3=[O:55])=[CH:48][CH:47]=2)=CC=1.C1(C2OC(C(OCC)=O)=NN=2)C=CC=CC=1.